This data is from Reaction yield outcomes from USPTO patents with 853,638 reactions. The task is: Predict the reaction yield, written as a fraction of the theoretical maximum amount of product (1.0 means a 100% yield; for example, 0.34 means a 34% yield). (1) The reactants are [N:1]1([C:9]2[CH:14]=[CH:13][C:12]([C:15]3[CH:20]=[CH:19][C:18]([N:21]4[C:26](=[O:27])[CH:25]=[CH:24][CH:23]=[N:22]4)=[CH:17][CH:16]=3)=[CH:11][CH:10]=2)[CH2:5][CH2:4][C@@H:3]2[CH2:6][NH:7][CH2:8][C@H:2]12.C=O.[C:30](O[BH-](OC(=O)C)OC(=O)C)(=O)C.[Na+].Cl.[OH-].[Na+]. The catalyst is CC(N(C)C)=O. The product is [CH3:30][N:7]1[CH2:6][C@@H:3]2[C@@H:2]([N:1]([C:9]3[CH:14]=[CH:13][C:12]([C:15]4[CH:20]=[CH:19][C:18]([N:21]5[C:26](=[O:27])[CH:25]=[CH:24][CH:23]=[N:22]5)=[CH:17][CH:16]=4)=[CH:11][CH:10]=3)[CH2:5][CH2:4]2)[CH2:8]1. The yield is 0.889. (2) The product is [OH:24][C:20]1[NH:19][C:18](=[O:25])[N:17]([CH2:16][C:10]2[CH:11]=[CH:12][CH:13]=[CH:14][CH:15]=2)[C:22](=[O:23])[C:21]=1[C:2]([NH:1][CH2:4][C:5]([O:7][CH2:8][CH3:9])=[O:6])=[O:3]. The reactants are [N:1]([CH2:4][C:5]([O:7][CH2:8][CH3:9])=[O:6])=[C:2]=[O:3].[C:10]1([CH2:16][N:17]2[C:22](=[O:23])[CH2:21][C:20](=[O:24])[NH:19][C:18]2=[O:25])[CH:15]=[CH:14][CH:13]=[CH:12][CH:11]=1.C(N(C(C)C)C(C)C)C. The yield is 0.730. The catalyst is ClCCl. (3) The reactants are C([O:8][C:9]1[CH:10]=[CH:11][C:12]([CH2:15][NH:16][CH2:17][C:18]2[C:23]([Cl:24])=[C:22]([CH3:25])[N:21]=[C:20]([CH3:26])[N:19]=2)=[N:13][CH:14]=1)C1C=CC=CC=1.Cl.C1CCC=CC=1. The catalyst is CO.[Pd]. The product is [Cl:24][C:23]1[C:18]([CH2:17][NH:16][CH2:15][C:12]2[N:13]=[CH:14][C:9]([OH:8])=[CH:10][CH:11]=2)=[N:19][C:20]([CH3:26])=[N:21][C:22]=1[CH3:25]. The yield is 0.790. (4) The reactants are [Cl:1][C:2]1[CH:7]=[C:6]([C:8](=[O:12])[N:9]([CH3:11])[CH3:10])[CH:5]=[CH:4][C:3]=1[NH:13][C:14]1[N:15]=[C:16]([O:49][CH3:50])[C:17]2[C:22]([C:23]3[CH:28]=[CH:27][C:26]([NH:29]C(=O)OC(C)(C)C)=[C:25]([NH:37]C(=O)[O-])[CH:24]=3)=[CH:21][N:20]([CH2:41][O:42][CH2:43][CH2:44][Si:45]([CH3:48])([CH3:47])[CH3:46])[C:18]=2[N:19]=1.Cl.N. No catalyst specified. The product is [Cl:1][C:2]1[CH:7]=[C:6]([CH:5]=[CH:4][C:3]=1[NH:13][C:14]1[N:15]=[C:16]([O:49][CH3:50])[C:17]2[C:22]([C:23]3[CH:28]=[CH:27][C:26]([NH2:29])=[C:25]([NH2:37])[CH:24]=3)=[CH:21][N:20]([CH2:41][O:42][CH2:43][CH2:44][Si:45]([CH3:46])([CH3:48])[CH3:47])[C:18]=2[N:19]=1)[C:8]([N:9]([CH3:11])[CH3:10])=[O:12]. The yield is 0.780.